This data is from Catalyst prediction with 721,799 reactions and 888 catalyst types from USPTO. The task is: Predict which catalyst facilitates the given reaction. (1) Reactant: [C:1]1(C2C=C(O)C=CC=2)[C:10]2[C:5](=[CH:6][CH:7]=[CH:8][CH:9]=2)[CH:4]=[CH:3][N:2]=1.C(=O)([O-])[O-].[K+].[K+].BrC1C=C(C2N(C3C(C(C)C)=CC=CC=3C(C)C)C=CN=2)C=CC=1. Product: [CH:1]1[C:10]2[C:5](=[CH:6][CH:7]=[CH:8][CH:9]=2)[CH:4]=[CH:3][N:2]=1. The catalyst class is: 471. (2) Reactant: [F:1][C:2]1[CH:3]=[C:4]([CH2:9][OH:10])[CH:5]=[CH:6][C:7]=1[F:8].[H-].[Na+].Cl[C:14]1[CH:15]=[C:16]2[N:23](C(OC(C)(C)C)=O)[C@@H:22]([CH3:31])[CH2:21][N:17]2[C:18](=[O:20])[N:19]=1. Product: [F:1][C:2]1[CH:3]=[C:4]([CH:5]=[CH:6][C:7]=1[F:8])[CH2:9][O:10][C:14]1[CH:15]=[C:16]2[NH:23][C@@H:22]([CH3:31])[CH2:21][N:17]2[C:18](=[O:20])[N:19]=1. The catalyst class is: 7.